This data is from Forward reaction prediction with 1.9M reactions from USPTO patents (1976-2016). The task is: Predict the product of the given reaction. Given the reactants [O:1]([CH2:19][CH2:20][C:21]1([CH2:27][CH2:28][C:29]([C:40]([O:42][CH2:43][CH3:44])=[O:41])([C:35]([O:37][CH2:38][CH3:39])=[O:36])[C:30]([O:32][CH2:33][CH3:34])=[O:31])[CH2:26][CH2:25][CH2:24][CH2:23][CH2:22]1)[Si](C(C)(C)C)(C1C=CC=CC=1)C1C=CC=CC=1.O1CCCC1.Cl.O, predict the reaction product. The product is: [OH:1][CH2:19][CH2:20][C:21]1([CH2:27][CH2:28][C:29]([C:30]([O:32][CH2:33][CH3:34])=[O:31])([C:40]([O:42][CH2:43][CH3:44])=[O:41])[C:35]([O:37][CH2:38][CH3:39])=[O:36])[CH2:22][CH2:23][CH2:24][CH2:25][CH2:26]1.